This data is from Forward reaction prediction with 1.9M reactions from USPTO patents (1976-2016). The task is: Predict the product of the given reaction. (1) The product is: [ClH:2].[ClH:33].[Cl:2][C:3]1[CH:4]=[C:5]2[C:9](=[CH:10][CH:11]=1)[NH:8][CH:7]=[C:6]2[C:12]1[CH2:13][CH2:14][N:15]([CH:18]2[CH2:23][CH2:22][C:21]([N:30]([CH3:32])[CH3:31])([C:24]3[CH:29]=[CH:28][CH:27]=[CH:26][CH:25]=3)[CH2:20][CH2:19]2)[CH2:16][CH:17]=1. Given the reactants Cl.[Cl:2][C:3]1[CH:4]=[C:5]2[C:9](=[CH:10][CH:11]=1)[NH:8][CH:7]=[C:6]2[C:12]1[CH2:13][CH2:14][N:15]([CH:18]2[CH2:23][CH2:22][C:21]([N:30]([CH3:32])[CH3:31])([C:24]3[CH:29]=[CH:28][CH:27]=[CH:26][CH:25]=3)[CH2:20][CH2:19]2)[CH2:16][CH:17]=1.[Cl:33][Si](C)(C)C, predict the reaction product. (2) Given the reactants [N:1]1[CH:6]=[CH:5][CH:4]=[C:3]2[CH2:7][N:8]([C:10]3[CH:15]=[CH:14][C:13]([N:16]4[CH2:20][C@H:19]([C:21]([O:23]C)=O)[O:18][C:17]4=[O:25])=[CH:12][C:11]=3[F:26])[CH2:9][C:2]=12.[NH3:27], predict the reaction product. The product is: [N:1]1[CH:6]=[CH:5][CH:4]=[C:3]2[CH2:7][N:8]([C:10]3[CH:15]=[CH:14][C:13]([N:16]4[CH2:20][C@H:19]([C:21]([NH2:27])=[O:23])[O:18][C:17]4=[O:25])=[CH:12][C:11]=3[F:26])[CH2:9][C:2]=12. (3) Given the reactants Cl.Cl.Cl.[O:4]1[C:8]2=[C:9]([N:13]3[CH2:18][CH2:17][N:16]([CH2:19][CH2:20][C@H:21]4[CH2:26][CH2:25][C@H:24]([NH2:27])[CH2:23][CH2:22]4)[CH2:15][CH2:14]3)[N:10]=[CH:11][CH:12]=[C:7]2[CH2:6][CH2:5]1.[CH3:28][O:29][CH:30]([CH3:35])[CH2:31][C:32](O)=[O:33], predict the reaction product. The product is: [O:4]1[C:8]2=[C:9]([N:13]3[CH2:18][CH2:17][N:16]([CH2:19][CH2:20][C@H:21]4[CH2:26][CH2:25][C@H:24]([NH:27][C:32](=[O:33])[CH2:31][CH:30]([O:29][CH3:28])[CH3:35])[CH2:23][CH2:22]4)[CH2:15][CH2:14]3)[N:10]=[CH:11][CH:12]=[C:7]2[CH2:6][CH2:5]1. (4) Given the reactants [Br:1][C:2]1[CH:3]=[CH:4][C:5]2[C:6]3[N:14]([CH2:15][CH2:16][CH2:17][OH:18])[C:13]([CH2:19][CH2:20][CH3:21])=[N:12][C:7]=3[CH:8]=[N:9][C:10]=2[CH:11]=1.C1(P(C2C=CC=CC=2)C2C=CC=CC=2)C=CC=CC=1.N(C(OC(C)C)=O)=NC(OC(C)C)=O.O[N:56]1[C:60](=[O:61])[C:59]2=[CH:62][CH:63]=[CH:64][CH:65]=[C:58]2[C:57]1=[O:66], predict the reaction product. The product is: [Br:1][C:2]1[CH:3]=[CH:4][C:5]2[C:6]3[N:14]([CH2:15][CH2:16][CH2:17][O:18][N:56]4[C:60](=[O:61])[C:59]5[C:58](=[CH:65][CH:64]=[CH:63][CH:62]=5)[C:57]4=[O:66])[C:13]([CH2:19][CH2:20][CH3:21])=[N:12][C:7]=3[CH:8]=[N:9][C:10]=2[CH:11]=1. (5) Given the reactants [N+:1]([C:4]1[CH:11]=[CH:10][C:7]([C:8]#[N:9])=[CH:6][CH:5]=1)([O-:3])=[O:2].Cl.[NH2:13][OH:14].C(=O)([O-])[O-].[K+].[K+], predict the reaction product. The product is: [OH:14]/[N:13]=[C:8](\[NH2:9])/[C:7]1[CH:6]=[CH:5][C:4]([N+:1]([O-:3])=[O:2])=[CH:11][CH:10]=1. (6) Given the reactants [S:1]1[C:5]([C:6]2([OH:16])[CH2:15][CH2:14][C:9]3(OCC[O:10]3)[CH2:8][CH2:7]2)=[CH:4][N:3]=[CH:2]1.Cl.[OH-].[Na+], predict the reaction product. The product is: [OH:16][C:6]1([C:5]2[S:1][CH:2]=[N:3][CH:4]=2)[CH2:15][CH2:14][C:9](=[O:10])[CH2:8][CH2:7]1. (7) The product is: [CH3:30][N:2]([CH3:1])[CH:3]1[CH2:7][CH2:6][N:5]([C:8]2[CH:13]=[CH:12][C:11]([NH:14][C:15]([C:17]3[O:18][C:19]([C:22]4[CH:27]=[CH:26][C:25]([CH3:28])=[CH:24][C:23]=4[NH:29][C:31](=[O:33])[CH3:32])=[CH:20][CH:21]=3)=[O:16])=[CH:10][CH:9]=2)[CH2:4]1. Given the reactants [CH3:1][N:2]([CH3:30])[CH:3]1[CH2:7][CH2:6][N:5]([C:8]2[CH:13]=[CH:12][C:11]([NH:14][C:15]([C:17]3[O:18][C:19]([C:22]4[CH:27]=[CH:26][C:25]([CH3:28])=[CH:24][C:23]=4[NH2:29])=[CH:20][CH:21]=3)=[O:16])=[CH:10][CH:9]=2)[CH2:4]1.[C:31](Cl)(=[O:33])[CH3:32], predict the reaction product.